This data is from Full USPTO retrosynthesis dataset with 1.9M reactions from patents (1976-2016). The task is: Predict the reactants needed to synthesize the given product. (1) Given the product [NH2:11][C:9]1[N:8]=[C:7]2[C:3]([N:4]=[CH:5][N:6]2[C@@H:20]2[O:27][C@H:26]([CH2:28][OH:29])[C@@H:25]([OH:30])[C@:21]32[O:24][CH2:23][CH2:22]3)=[C:2]([NH:39][CH:36]2[CH2:38][CH2:37]2)[N:10]=1, predict the reactants needed to synthesize it. The reactants are: Cl[C:2]1[N:10]=[C:9]([NH:11]C(=O)C2C=CC=CC=2)[N:8]=[C:7]2[C:3]=1[N:4]=[CH:5][N:6]2[C@@H:20]1[O:27][C@H:26]([CH2:28][OH:29])[C@@H:25]([OH:30])[C@:21]21[O:24][CH2:23][CH2:22]2.CO.C[O-].[Na+].[CH:36]1([NH2:39])[CH2:38][CH2:37]1. (2) Given the product [C:18]1([N:14]2[C:15]3[C:11](=[CH:10][C:9]([O:8][C:6]4[CH:5]=[CH:4][N:3]=[C:2]([NH:40][C:41]5[CH:46]=[CH:45][CH:44]=[C:43]([NH2:47])[CH:42]=5)[N:7]=4)=[CH:17][CH:16]=3)[CH:12]=[CH:13]2)[CH:23]=[CH:22][CH:21]=[CH:20][CH:19]=1, predict the reactants needed to synthesize it. The reactants are: Cl[C:2]1[N:7]=[C:6]([O:8][C:9]2[CH:10]=[C:11]3[C:15](=[CH:16][CH:17]=2)[N:14]([C:18]2[CH:23]=[CH:22][CH:21]=[CH:20][CH:19]=2)[CH:13]=[CH:12]3)[CH:5]=[CH:4][N:3]=1.N1C2C(=CC(OC3C=CN=C([NH:40][C:41]4[CH:46]=[CH:45][CH:44]=[C:43]([NH2:47])[CH:42]=4)N=3)=CC=2)C=C1. (3) Given the product [C:15]([CH2:16][NH:17][C:10]([C@@H:6]1[CH2:7][CH2:8][CH2:9][C@H:5]1[C:3]([O:2][CH3:1])=[O:4])=[O:12])#[N:14], predict the reactants needed to synthesize it. The reactants are: [CH3:1][O:2][C:3]([CH:5]1[CH2:9][CH2:8][CH2:7][CH:6]1[C:10]([OH:12])=O)=[O:4].Cl.[NH2:14][CH2:15][C:16]#[N:17].F[P-](F)(F)(F)(F)F.N1([PH+](N2CCCC2)N2CCCC2)CCCC1.C(N(CC)CC)C. (4) The reactants are: [H-].[Na+].[Br:3][C:4]1[C:5]([CH3:9])=[N:6][NH:7][CH:8]=1.CS(O[CH:15]1[CH2:20][CH2:19][N:18]([C:21]([O:23][C:24]([CH3:27])([CH3:26])[CH3:25])=[O:22])[CH2:17][CH2:16]1)(=O)=O. Given the product [Br:3][C:4]1[CH:8]=[N:7][N:6]([CH:15]2[CH2:20][CH2:19][N:18]([C:21]([O:23][C:24]([CH3:27])([CH3:26])[CH3:25])=[O:22])[CH2:17][CH2:16]2)[C:5]=1[CH3:9].[Br:3][C:4]1[C:5]([CH3:9])=[N:6][N:7]([CH:15]2[CH2:20][CH2:19][N:18]([C:21]([O:23][C:24]([CH3:27])([CH3:26])[CH3:25])=[O:22])[CH2:17][CH2:16]2)[CH:8]=1, predict the reactants needed to synthesize it. (5) The reactants are: S(Cl)(C)(=O)=O.[F:6][C:7]([F:24])([F:23])[O:8][C:9]1[CH:14]=[CH:13][C:12]([C:15]2[N:20]=[CH:19][C:18]([CH2:21]O)=[CH:17][N:16]=2)=[CH:11][CH:10]=1.CCN(CC)CC.[Li+].[Br-:33]. Given the product [Br:33][CH2:21][C:18]1[CH:17]=[N:16][C:15]([C:12]2[CH:13]=[CH:14][C:9]([O:8][C:7]([F:24])([F:23])[F:6])=[CH:10][CH:11]=2)=[N:20][CH:19]=1, predict the reactants needed to synthesize it. (6) Given the product [CH:13]1([CH2:12][NH:11][S:8]([C:5]2[CH:6]=[CH:7][C:2]([NH:26][C:25]3[CH:27]=[CH:28][C:22]([O:21][CH3:20])=[CH:23][CH:24]=3)=[CH:3][C:4]=2[C:16]([F:19])([F:18])[F:17])(=[O:10])=[O:9])[CH2:15][CH2:14]1, predict the reactants needed to synthesize it. The reactants are: Br[C:2]1[CH:7]=[CH:6][C:5]([S:8]([NH:11][CH2:12][CH:13]2[CH2:15][CH2:14]2)(=[O:10])=[O:9])=[C:4]([C:16]([F:19])([F:18])[F:17])[CH:3]=1.[CH3:20][O:21][C:22]1[CH:28]=[CH:27][C:25]([NH2:26])=[CH:24][CH:23]=1.C1C=CC(P(C2C(C3C(P(C4C=CC=CC=4)C4C=CC=CC=4)=CC=C4C=3C=CC=C4)=C3C(C=CC=C3)=CC=2)C2C=CC=CC=2)=CC=1.C(=O)([O-])[O-].[Cs+].[Cs+]. (7) Given the product [Cl:1][C:2]1[N:3]=[C:4]([N:15]2[CH2:20][CH2:19][O:18][CH2:17][CH2:16]2)[C:5]2[S:10][C:9]([NH:29][CH2:28][CH2:27][N:24]3[CH2:25][CH2:26][O:21][CH2:22][CH2:23]3)=[N:8][C:6]=2[N:7]=1, predict the reactants needed to synthesize it. The reactants are: [Cl:1][C:2]1[N:3]=[C:4]([N:15]2[CH2:20][CH2:19][O:18][CH2:17][CH2:16]2)[C:5]2[S:10][C:9](S(C)(=O)=O)=[N:8][C:6]=2[N:7]=1.[O:21]1[CH2:26][CH2:25][N:24]([CH2:27][CH2:28][NH2:29])[CH2:23][CH2:22]1. (8) Given the product [CH3:24][C:20]1[CH:21]=[CH:22][CH:23]=[C:18]([N+:15]([O-:17])=[O:16])[C:19]=1[CH2:2][C:1]([OH:8])=[O:7], predict the reactants needed to synthesize it. The reactants are: [C:1]([O:8]CC)(=[O:7])[C:2](OCC)=O.[O-]CC.[K+].[N+:15]([C:18]1[CH:23]=[CH:22][CH:21]=[C:20]([CH3:24])[C:19]=1C)([O-:17])=[O:16]. (9) The reactants are: Cl.[CH3:2][CH:3]1[CH2:7][CH2:6][CH2:5][N:4]1[CH2:8][C:9]([OH:11])=O.[NH2:12][C@@H:13]([CH2:31][O:32][CH2:33][C:34]1[CH:39]=[CH:38][CH:37]=[CH:36][CH:35]=1)[C:14]([NH:16][C:17]1[CH:22]=[CH:21][C:20]([O:23][C:24]2[CH:29]=[CH:28][C:27]([F:30])=[CH:26][CH:25]=2)=[CH:19][CH:18]=1)=[O:15]. Given the product [CH2:33]([O:32][CH2:31][C@H:13]([NH:12][C:9](=[O:11])[CH2:8][N:4]1[CH2:5][CH2:6][CH2:7][CH:3]1[CH3:2])[C:14]([NH:16][C:17]1[CH:22]=[CH:21][C:20]([O:23][C:24]2[CH:29]=[CH:28][C:27]([F:30])=[CH:26][CH:25]=2)=[CH:19][CH:18]=1)=[O:15])[C:34]1[CH:39]=[CH:38][CH:37]=[CH:36][CH:35]=1, predict the reactants needed to synthesize it.